This data is from Peptide-MHC class II binding affinity with 134,281 pairs from IEDB. The task is: Regression. Given a peptide amino acid sequence and an MHC pseudo amino acid sequence, predict their binding affinity value. This is MHC class II binding data. (1) The peptide sequence is YKRQLMNILGAVYRY. The MHC is HLA-DQA10501-DQB10301 with pseudo-sequence HLA-DQA10501-DQB10301. The binding affinity (normalized) is 0.202. (2) The MHC is DRB5_0101 with pseudo-sequence DRB5_0101. The binding affinity (normalized) is 0. The peptide sequence is TGRALEPYISRCTVCEGPAI. (3) The peptide sequence is FDREFTFGWDELLSK. The MHC is HLA-DQA10501-DQB10201 with pseudo-sequence HLA-DQA10501-DQB10201. The binding affinity (normalized) is 0.442. (4) The peptide sequence is DIIFDIYFAILMMSC. The MHC is HLA-DQA10501-DQB10301 with pseudo-sequence HLA-DQA10501-DQB10301. The binding affinity (normalized) is 0.646. (5) The peptide sequence is FEFNKKAIETLNDNT. The MHC is DRB1_1501 with pseudo-sequence DRB1_1501. The binding affinity (normalized) is 0. (6) The peptide sequence is ISDFRAAIANYHYDA. The MHC is DRB1_1302 with pseudo-sequence DRB1_1302. The binding affinity (normalized) is 0.792. (7) The peptide sequence is EFVTLAAKFIIEEDS. The MHC is HLA-DQA10104-DQB10503 with pseudo-sequence HLA-DQA10104-DQB10503. The binding affinity (normalized) is 0.556. (8) The peptide sequence is FQTMPGTFQTTTGEI. The MHC is DRB1_1501 with pseudo-sequence DRB1_1501. The binding affinity (normalized) is 0.289. (9) The peptide sequence is TKPEACSGEPVVVHI. The MHC is DRB3_0101 with pseudo-sequence DRB3_0101. The binding affinity (normalized) is 0.133. (10) The peptide sequence is YDSNIMNSINNVMDE. The MHC is HLA-DPA10301-DPB10402 with pseudo-sequence HLA-DPA10301-DPB10402. The binding affinity (normalized) is 0.254.